Task: Predict the reactants needed to synthesize the given product.. Dataset: Full USPTO retrosynthesis dataset with 1.9M reactions from patents (1976-2016) (1) Given the product [Br:8][C:9]1[CH:10]=[CH:11][C:12]([C:15]2[O:16][C:17]([CH3:27])=[C:18]([CH2:20][CH2:21][N:3]3[CH2:2][CH2:7][CH2:6][CH2:5][CH2:4]3)[N:19]=2)=[CH:13][CH:14]=1, predict the reactants needed to synthesize it. The reactants are: C[CH:2]1[CH2:7][CH2:6][CH2:5][CH2:4][NH:3]1.[Br:8][C:9]1[CH:14]=[CH:13][C:12]([C:15]2[O:16][C:17]([CH3:27])=[C:18]([CH2:20][CH2:21]OS(C)(=O)=O)[N:19]=2)=[CH:11][CH:10]=1.ClCCl. (2) Given the product [N:24]1[CH:29]=[CH:28][CH:27]=[CH:26][C:25]=1[CH:30]([CH3:31])[C:15]#[N:16], predict the reactants needed to synthesize it. The reactants are: CS(C)=O.CC1C=CC(S([CH2:15][N+:16]#[C-])(=O)=O)=CC=1.CC(C)([O-])C.[K+].[N:24]1[CH:29]=[CH:28][CH:27]=[CH:26][C:25]=1[C:30](=O)[CH3:31]. (3) Given the product [Br:23][C:21]1[CH:22]=[C:17]([NH:1][C:2]2[N:7]=[C:6]([NH:8][CH2:9][CH2:10][NH:11][C:12](=[O:15])[CH:13]=[CH2:14])[CH:5]=[CH:4][CH:3]=2)[C:18](=[O:25])[N:19]([CH3:24])[CH:20]=1, predict the reactants needed to synthesize it. The reactants are: [NH2:1][C:2]1[N:7]=[C:6]([NH:8][CH2:9][CH2:10][NH:11][C:12](=[O:15])[CH:13]=[CH2:14])[CH:5]=[CH:4][CH:3]=1.Br[C:17]1[C:18](=[O:25])[N:19]([CH3:24])[CH:20]=[C:21]([Br:23])[CH:22]=1.C([O-])([O-])=O.[Cs+].[Cs+]. (4) Given the product [C:1]([O:5][C:6]([C:8]1[CH:9]=[CH:10][C:11]([N:14]2[CH2:19][CH2:18][C:17]([NH2:21])([CH3:20])[CH2:16][CH2:15]2)=[N:12][CH:13]=1)=[O:7])([CH3:4])([CH3:2])[CH3:3], predict the reactants needed to synthesize it. The reactants are: [C:1]([O:5][C:6]([C:8]1[CH:9]=[CH:10][C:11]([N:14]2[CH2:19][CH2:18][C:17]([NH:21]C(OCC3C=CC=CC=3)=O)([CH3:20])[CH2:16][CH2:15]2)=[N:12][CH:13]=1)=[O:7])([CH3:4])([CH3:3])[CH3:2].C([O-])=O.[NH4+].